Regression. Given two drug SMILES strings and cell line genomic features, predict the synergy score measuring deviation from expected non-interaction effect. From a dataset of NCI-60 drug combinations with 297,098 pairs across 59 cell lines. (1) Drug 1: C1=NC2=C(N=C(N=C2N1C3C(C(C(O3)CO)O)F)Cl)N. Drug 2: C1C(C(OC1N2C=NC(=NC2=O)N)CO)O. Cell line: MALME-3M. Synergy scores: CSS=6.73, Synergy_ZIP=-2.41, Synergy_Bliss=-1.46, Synergy_Loewe=0.614, Synergy_HSA=0.311. (2) Drug 1: C(CC(=O)O)C(=O)CN.Cl. Drug 2: C1CC(=O)NC(=O)C1N2C(=O)C3=CC=CC=C3C2=O. Cell line: MALME-3M. Synergy scores: CSS=10.7, Synergy_ZIP=-0.555, Synergy_Bliss=4.44, Synergy_Loewe=-0.146, Synergy_HSA=-0.475. (3) Drug 1: CCC1(CC2CC(C3=C(CCN(C2)C1)C4=CC=CC=C4N3)(C5=C(C=C6C(=C5)C78CCN9C7C(C=CC9)(C(C(C8N6C=O)(C(=O)OC)O)OC(=O)C)CC)OC)C(=O)OC)O.OS(=O)(=O)O. Drug 2: CC1=C(C(=CC=C1)Cl)NC(=O)C2=CN=C(S2)NC3=CC(=NC(=N3)C)N4CCN(CC4)CCO. Cell line: UO-31. Synergy scores: CSS=6.28, Synergy_ZIP=-1.42, Synergy_Bliss=3.35, Synergy_Loewe=0.791, Synergy_HSA=2.09. (4) Drug 1: C(CN)CNCCSP(=O)(O)O. Drug 2: COCCOC1=C(C=C2C(=C1)C(=NC=N2)NC3=CC=CC(=C3)C#C)OCCOC.Cl. Cell line: A498. Synergy scores: CSS=-4.08, Synergy_ZIP=16.8, Synergy_Bliss=13.4, Synergy_Loewe=-21.3, Synergy_HSA=-12.2.